Dataset: Full USPTO retrosynthesis dataset with 1.9M reactions from patents (1976-2016). Task: Predict the reactants needed to synthesize the given product. (1) The reactants are: [N:1]1[CH:6]=[CH:5][CH:4]=[C:3]([C:7](=[S:14])[NH:8][CH2:9][C:10]([O:12]C)=O)[CH:2]=1.[CH2:15]([NH2:17])[CH3:16]. Given the product [CH2:15]([NH:17][C:10](=[O:12])[CH2:9][NH:8][C:7]([C:3]1[CH:2]=[N:1][CH:6]=[CH:5][CH:4]=1)=[S:14])[CH3:16], predict the reactants needed to synthesize it. (2) Given the product [C:32]([NH:35][C@H:36]([C@H:42]1[C@H:46]([NH:47][C:48]([NH:57][C:58]([O:60][C:61]([CH3:64])([CH3:63])[CH3:62])=[O:59])=[N:49][C:50]([O:52][C:53]([CH3:54])([CH3:55])[CH3:56])=[O:51])[CH2:45][C@H:44]([C:65]([O:26][CH2:25][C@H:16]2[N:17]([C:18]([O:20][C:21]([CH3:24])([CH3:23])[CH3:22])=[O:19])[C@@H:13]([C:10]3[C:6]4[N:7]=[CH:8][N:9]=[C:4]([N:1]=[N+:2]=[N-:3])[C:5]=4[NH:12][CH:11]=3)[C@@H:14]3[O:29][C:28]([CH3:31])([CH3:30])[O:27][C@H:15]23)=[O:66])[C@H:43]1[OH:68])[CH:37]([CH2:38][CH3:39])[CH2:40][CH3:41])(=[O:34])[CH3:33], predict the reactants needed to synthesize it. The reactants are: [N:1]([C:4]1[C:5]2[NH:12][CH:11]=[C:10]([C@@H:13]3[N:17]([C:18]([O:20][C:21]([CH3:24])([CH3:23])[CH3:22])=[O:19])[C@H:16]([CH2:25][OH:26])[C@H:15]4[O:27][C:28]([CH3:31])([CH3:30])[O:29][C@@H:14]34)[C:6]=2[N:7]=[CH:8][N:9]=1)=[N+:2]=[N-:3].[C:32]([NH:35][C@H:36]([C@H:42]1[C@H:46]([NH:47][C:48]([NH:57][C:58]([O:60][C:61]([CH3:64])([CH3:63])[CH3:62])=[O:59])=[N:49][C:50]([O:52][C:53]([CH3:56])([CH3:55])[CH3:54])=[O:51])[CH2:45][C@H:44]([C:65](O)=[O:66])[C@H:43]1[OH:68])[CH:37]([CH2:40][CH3:41])[CH2:38][CH3:39])(=[O:34])[CH3:33].CN(C=O)C.CCN=C=NCCCN(C)C. (3) Given the product [N+:13]([C:8]1[CH:9]=[CH:10][C:11]2[CH2:12][CH2:1][CH2:2][CH2:3][C:4](=[O:5])[C:6]=2[CH:7]=1)([O-:15])=[O:14], predict the reactants needed to synthesize it. The reactants are: [CH2:1]1[CH2:12][C:11]2[C:6](=[CH:7][CH:8]=[CH:9][CH:10]=2)[C:4](=[O:5])[CH2:3][CH2:2]1.[N+:13]([O-])([O-:15])=[O:14].[K+]. (4) Given the product [Cl:1][C:2]1[CH:7]=[C:6]([Cl:8])[CH:5]=[CH:4][C:3]=1[C:9]1[N:10]=[C:11](/[CH:18]=[CH:19]/[C:20]2[CH:25]=[CH:24][C:23]([O:26][CH3:27])=[CH:22][CH:21]=2)[N:12]([CH2:14][C:15]([NH:35][CH2:34][CH2:33][C:32]2[CH:36]=[CH:37][C:38]([O:39][CH3:40])=[C:30]([O:29][CH3:28])[CH:31]=2)=[O:17])[CH:13]=1, predict the reactants needed to synthesize it. The reactants are: [Cl:1][C:2]1[CH:7]=[C:6]([Cl:8])[CH:5]=[CH:4][C:3]=1[C:9]1[N:10]=[C:11](/[CH:18]=[CH:19]/[C:20]2[CH:25]=[CH:24][C:23]([O:26][CH3:27])=[CH:22][CH:21]=2)[N:12]([CH2:14][C:15]([OH:17])=O)[CH:13]=1.[CH3:28][O:29][C:30]1[CH:31]=[C:32]([CH:36]=[CH:37][C:38]=1[O:39][CH3:40])[CH2:33][CH2:34][NH2:35].